This data is from Peptide-MHC class II binding affinity with 134,281 pairs from IEDB. The task is: Regression. Given a peptide amino acid sequence and an MHC pseudo amino acid sequence, predict their binding affinity value. This is MHC class II binding data. (1) The binding affinity (normalized) is 0.359. The MHC is DRB1_1501 with pseudo-sequence DRB1_1501. The peptide sequence is PNWVRKVFIDTIPNI. (2) The peptide sequence is MKDLDEPGHLAPTGM. The MHC is HLA-DQA10104-DQB10503 with pseudo-sequence HLA-DQA10104-DQB10503. The binding affinity (normalized) is 0.108.